From a dataset of Catalyst prediction with 721,799 reactions and 888 catalyst types from USPTO. Predict which catalyst facilitates the given reaction. Reactant: C([SiH](CC)CC)C.O[CH:9]([C:20]1[S:34][C:23]2[C:24]([CH2:30][CH:31]([CH3:33])[CH3:32])=[N:25][N:26]([CH3:29])[C:27](=[O:28])[C:22]=2[CH:21]=1)[C:10]1[C:19]2[C:14](=[CH:15][CH:16]=[CH:17][CH:18]=2)[CH:13]=[CH:12][CH:11]=1.FC(F)(F)C(O)=O. Product: [CH3:29][N:26]1[C:27](=[O:28])[C:22]2[CH:21]=[C:20]([CH2:9][C:10]3[C:19]4[C:14](=[CH:15][CH:16]=[CH:17][CH:18]=4)[CH:13]=[CH:12][CH:11]=3)[S:34][C:23]=2[C:24]([CH2:30][CH:31]([CH3:33])[CH3:32])=[N:25]1. The catalyst class is: 4.